This data is from Forward reaction prediction with 1.9M reactions from USPTO patents (1976-2016). The task is: Predict the product of the given reaction. (1) Given the reactants Cl.[O:2]1[CH:6]=[CH:5][N:4]=[C:3]1[C:7](=[O:17])[CH2:8][CH2:9][CH2:10][CH:11]1[CH2:16][CH2:15][NH:14][CH2:13][CH2:12]1.CCN(CC)CC.[C:25]([CH2:29][C:30](Cl)=[O:31])([CH3:28])([CH3:27])[CH3:26], predict the reaction product. The product is: [CH3:26][C:25]([CH3:28])([CH3:27])[CH2:29][C:30]([N:14]1[CH2:15][CH2:16][CH:11]([CH2:10][CH2:9][CH2:8][C:7]([C:3]2[O:2][CH:6]=[CH:5][N:4]=2)=[O:17])[CH2:12][CH2:13]1)=[O:31]. (2) Given the reactants [Cl:1][C:2]1[CH:26]=[CH:25][C:24]([Cl:27])=[CH:23][C:3]=1[O:4][C:5]1[CH:10]=[CH:9][N:8]=[CH:7][C:6]=1[C:11](N1C2C(=CC=CC=2)CCC1)=[O:12].[C:28]([O:32][C:33](=[O:44])[NH:34][C:35]1[CH:40]=[C:39]([F:41])[C:38]([F:42])=[CH:37][C:36]=1[NH2:43])([CH3:31])([CH3:30])[CH3:29], predict the reaction product. The product is: [C:28]([O:32][C:33](=[O:44])[NH:34][C:35]1[CH:40]=[C:39]([F:41])[C:38]([F:42])=[CH:37][C:36]=1[NH:43][C:11]([C:6]1[CH:7]=[N:8][CH:9]=[CH:10][C:5]=1[O:4][C:3]1[CH:23]=[C:24]([Cl:27])[CH:25]=[CH:26][C:2]=1[Cl:1])=[O:12])([CH3:31])([CH3:29])[CH3:30]. (3) Given the reactants C1(O[C:8](=[O:40])[NH:9][C:10]2[CH:15]=[CH:14][C:13]([C:16]3[CH:21]=[C:20]([C:22]4[CH:27]=[C:26]([F:28])[CH:25]=[CH:24][C:23]=4[S:29]([CH3:32])(=[O:31])=[O:30])[N:19]=[C:18]([N:33]4[CH2:38][CH2:37][O:36][CH2:35][C@@H:34]4[CH3:39])[N:17]=3)=[CH:12][CH:11]=2)C=CC=CC=1.[NH2:41][CH2:42][C:43]([NH2:45])=[O:44], predict the reaction product. The product is: [F:28][C:26]1[CH:25]=[CH:24][C:23]([S:29]([CH3:32])(=[O:31])=[O:30])=[C:22]([C:20]2[N:19]=[C:18]([N:33]3[CH2:38][CH2:37][O:36][CH2:35][C@@H:34]3[CH3:39])[N:17]=[C:16]([C:13]3[CH:12]=[CH:11][C:10]([NH:9][C:8](=[O:40])[NH:41][CH2:42][C:43]([NH2:45])=[O:44])=[CH:15][CH:14]=3)[CH:21]=2)[CH:27]=1. (4) Given the reactants C([O:7][C:8]1[CH:13]=[C:12]([CH2:14][CH2:15]OS(C)(=O)=O)[O:11][C:10](=[O:21])[C:9]=1[C:22]1[C:27]([CH3:28])=[CH:26][C:25]([CH3:29])=[CH:24][C:23]=1[CH3:30])(=O)C(C)(C)C.[I:31][C:32]1[CH:37]=[CH:36][C:35]([SH:38])=[CH:34][CH:33]=1.C([O-])([O-])=O.[K+].[K+].Cl, predict the reaction product. The product is: [OH:7][C:8]1[CH:13]=[C:12]([CH2:14][CH2:15][S:38][C:35]2[CH:36]=[CH:37][C:32]([I:31])=[CH:33][CH:34]=2)[O:11][C:10](=[O:21])[C:9]=1[C:22]1[C:23]([CH3:30])=[CH:24][C:25]([CH3:29])=[CH:26][C:27]=1[CH3:28]. (5) Given the reactants [F:1][C:2]1[CH:7]=[CH:6][C:5]([S:8]([NH2:11])(=[O:10])=[O:9])=[CH:4][CH:3]=1.[H-].[Na+].Br[CH2:15][C:16]1([CH2:20]Br)[CH2:19]O[CH2:17]1.Cl.[CH3:23]N(C)C=O, predict the reaction product. The product is: [F:1][C:2]1[CH:3]=[CH:4][C:5]([S:8]([N:11]2[CH2:17][C:16]3([CH2:20][CH2:23][CH2:19]3)[CH2:15]2)(=[O:9])=[O:10])=[CH:6][CH:7]=1. (6) Given the reactants CS(O[CH2:6][CH2:7][CH2:8][N:9]1[C:17](=[O:18])[C:16]2[N:15](CC=C)[C:14]([Cl:22])=[N:13][C:12]=2[N:11]([CH2:23][CH2:24][CH2:25][CH3:26])[C:10]1=[O:27])(=O)=O.C(=O)([O-])[O-].[K+].[K+].[CH2:34]([N:41]1[CH2:46][CH2:45][NH:44][CH2:43][CH2:42]1)[C:35]1[CH:40]=[CH:39][CH:38]=[CH:37][CH:36]=1.N1CCOCC1, predict the reaction product. The product is: [CH2:23]([N:11]1[C:12]2[N:13]=[C:14]([Cl:22])[NH:15][C:16]=2[C:17](=[O:18])[N:9]([CH2:8][CH2:7][CH2:6][N:44]2[CH2:45][CH2:46][N:41]([CH2:34][C:35]3[CH:36]=[CH:37][CH:38]=[CH:39][CH:40]=3)[CH2:42][CH2:43]2)[C:10]1=[O:27])[CH2:24][CH2:25][CH3:26]. (7) Given the reactants Cl[C:2]1[N:7]=[C:6]([CH3:8])[CH:5]=[C:4]([C:9]2[CH:14]=[CH:13][C:12]([C:15]([F:18])([F:17])[F:16])=[CH:11][CH:10]=2)[N:3]=1.[Cl:19][C:20]1[CH:25]=[C:24](B(O)O)[CH:23]=[CH:22][N:21]=1, predict the reaction product. The product is: [Cl:19][C:20]1[CH:25]=[C:24]([C:2]2[N:3]=[C:4]([C:9]3[CH:14]=[CH:13][C:12]([C:15]([F:18])([F:17])[F:16])=[CH:11][CH:10]=3)[CH:5]=[C:6]([CH3:8])[N:7]=2)[CH:23]=[CH:22][N:21]=1.